From a dataset of Full USPTO retrosynthesis dataset with 1.9M reactions from patents (1976-2016). Predict the reactants needed to synthesize the given product. (1) Given the product [C:12]([NH:16][S:8]([C:3]1[CH:4]=[CH:5][CH:6]=[CH:7][C:2]=1[F:1])(=[O:10])=[O:9])([CH3:15])([CH3:14])[CH3:13], predict the reactants needed to synthesize it. The reactants are: [F:1][C:2]1[CH:7]=[CH:6][CH:5]=[CH:4][C:3]=1[S:8](Cl)(=[O:10])=[O:9].[C:12]([NH2:16])([CH3:15])([CH3:14])[CH3:13]. (2) Given the product [Br:1][C:2]1[C:3]([NH:16][CH2:17][CH:18]2[CH2:23][CH2:22][N:21]([C:24]([O:26][CH2:27][C:28]3[CH:29]=[CH:30][CH:31]=[CH:32][CH:33]=3)=[O:25])[CH2:20][CH2:19]2)=[CH:4][C:5]([NH:8][C:9](=[O:14])[C:10]([CH3:13])([CH3:12])[CH3:11])=[N:6][CH:7]=1, predict the reactants needed to synthesize it. The reactants are: [Br:1][C:2]1[C:3](Cl)=[CH:4][C:5]([NH:8][C:9](=[O:14])[C:10]([CH3:13])([CH3:12])[CH3:11])=[N:6][CH:7]=1.[NH2:16][CH2:17][CH:18]1[CH2:23][CH2:22][N:21]([C:24]([O:26][CH2:27][C:28]2[CH:33]=[CH:32][CH:31]=[CH:30][CH:29]=2)=[O:25])[CH2:20][CH2:19]1.C(N(CC)CC)C. (3) The reactants are: C1(C2N=C(NC(C3C=CN4C(=O)C(/C=C/C(O)=O)=C(N5CCCC(O)C5)N=C4C=3)=O)SC=2)CCC1.[CH:36]1([C:40]2[N:41]=[C:42]([NH:45][C:46]([C:48]3[CH:71]=[CH:70][N:51]4[C:52](=[O:69])[C:53](/[CH:63]=[CH:64]/[C:65]([O:67]C)=[O:66])=[C:54]([N:56]5[CH2:61][CH2:60][N:59]([CH3:62])[CH2:58][CH2:57]5)[N:55]=[C:50]4[CH:49]=3)=[O:47])[S:43][CH:44]=2)[CH2:39][CH2:38][CH2:37]1. Given the product [CH:36]1([C:40]2[N:41]=[C:42]([NH:45][C:46]([C:48]3[CH:71]=[CH:70][N:51]4[C:52](=[O:69])[C:53](/[CH:63]=[CH:64]/[C:65]([OH:67])=[O:66])=[C:54]([N:56]5[CH2:57][CH2:58][N:59]([CH3:62])[CH2:60][CH2:61]5)[N:55]=[C:50]4[CH:49]=3)=[O:47])[S:43][CH:44]=2)[CH2:39][CH2:38][CH2:37]1, predict the reactants needed to synthesize it. (4) Given the product [CH2:15]([N:12]1[CH:13]=[C:9]([C:3]2[CH:4]=[CH:5][CH:6]=[CH:7][CH:8]=2)[N:10]=[CH:11]1)[CH2:16][CH2:17][CH3:18], predict the reactants needed to synthesize it. The reactants are: [H-].[Na+].[C:3]1([C:9]2[N:10]=[CH:11][NH:12][CH:13]=2)[CH:8]=[CH:7][CH:6]=[CH:5][CH:4]=1.I[CH2:15][CH2:16][CH2:17][CH3:18]. (5) Given the product [C:7]([C:3]1[C:2]([C:9]2[CH2:10][CH2:11][N:12]([CH2:29][C:30]([NH:32][C:33]3[CH:34]=[CH:35][C:36]([O:39][C:40]([F:41])([F:42])[F:43])=[CH:37][CH:38]=3)=[O:31])[CH2:13][CH:14]=2)=[N:1][CH:6]=[CH:5][CH:4]=1)#[N:8], predict the reactants needed to synthesize it. The reactants are: [N:1]1[CH:6]=[CH:5][CH:4]=[C:3]([C:7]#[N:8])[C:2]=1[C:9]1[CH2:10][CH2:11][NH:12][CH2:13][CH:14]=1.ClCC(NC1C(C)=CC=CC=1C)=O.Cl[CH2:29][C:30]([NH:32][C:33]1[CH:38]=[CH:37][C:36]([O:39][C:40]([F:43])([F:42])[F:41])=[CH:35][CH:34]=1)=[O:31]. (6) Given the product [NH2:2][C:1]1[NH:26][N:25]=[C:7]([NH:12][C:13]2[CH:14]=[C:15]([CH:21]=[CH:22][CH:23]=2)[C:16]([O:18][CH2:19][CH3:20])=[O:17])[C:3]=1[C:4](=[O:5])[NH2:6], predict the reactants needed to synthesize it. The reactants are: [C:1]([C:3](=[C:7](SC)SC)[C:4]([NH2:6])=[O:5])#[N:2].[NH2:12][C:13]1[CH:14]=[C:15]([CH:21]=[CH:22][CH:23]=1)[C:16]([O:18][CH2:19][CH3:20])=[O:17].O.[NH2:25][NH2:26]. (7) Given the product [CH2:2]([N:3]1[C:9]2[C:8](=[CH:13][C:12]([F:14])=[C:11]([N:15]3[CH2:20][CH2:19][N:18]([CH2:25][C:26]([C:28]4[CH:33]=[CH:32][C:31]([O:34][CH3:35])=[CH:30][CH:29]=4)=[O:27])[CH2:17][CH2:16]3)[CH:10]=2)[C:6](=[O:7])[C:5]([C:21]([OH:23])=[O:22])=[CH:4]1)[CH3:1], predict the reactants needed to synthesize it. The reactants are: [CH3:1][CH2:2][N:3]1[C:9]2[CH:10]=[C:11]([N:15]3[CH2:20][CH2:19][NH:18][CH2:17][CH2:16]3)[C:12]([F:14])=[CH:13][C:8]=2[C:6](=[O:7])[C:5]([C:21]([OH:23])=[O:22])=[CH:4]1.Br[CH2:25][C:26]([C:28]1[CH:33]=[CH:32][C:31]([O:34][CH3:35])=[CH:30][CH:29]=1)=[O:27]. (8) Given the product [C:24]([C:22]1[N:21]=[CH:20][N:19]=[C:18]([CH2:17][CH2:16][C:15]2[C:6]([NH2:5])=[N:7][C:8]3[C:13]([CH:14]=2)=[CH:12][C:11]([C:28]2[CH:33]=[CH:32][CH:31]=[CH:30][C:29]=2[CH3:34])=[CH:10][CH:9]=3)[CH:23]=1)([CH3:27])([CH3:26])[CH3:25], predict the reactants needed to synthesize it. The reactants are: C([NH:5][C:6]1[C:15](/[CH:16]=[CH:17]/[C:18]2[CH:23]=[C:22]([C:24]([CH3:27])([CH3:26])[CH3:25])[N:21]=[CH:20][N:19]=2)=[CH:14][C:13]2[C:8](=[CH:9][CH:10]=[C:11]([C:28]3[CH:33]=[CH:32][CH:31]=[CH:30][C:29]=3[CH3:34])[CH:12]=2)[N:7]=1)(C)(C)C.C(O)(C(F)(F)F)=O. (9) Given the product [C:11]([C:15]1[CH:16]=[CH:17][CH:18]=[CH:22][C:23]=1[C:26]1[O:9][C:1](=[O:10])[C:2]2[CH:8]=[CH:7][CH:6]=[CH:5][C:3]=2[N:4]=1)([CH3:12])([CH3:13])[CH3:14], predict the reactants needed to synthesize it. The reactants are: [C:1]([OH:10])(=[O:9])[C:2]1[C:3](=[CH:5][CH:6]=[CH:7][CH:8]=1)[NH2:4].[C:11]([C:15]1[CH:23]=[CH:22][C:18](C(Cl)=O)=[CH:17][CH:16]=1)([CH3:14])([CH3:13])[CH3:12].Cl.N1C=CC=C[CH:26]=1. (10) Given the product [CH:1]1([NH:4][C:5]([NH:6][C:7]2[CH:41]=[CH:40][C:10]([O:11][C:12]3[CH:17]=[CH:16][N:15]=[C:14]4[CH:18]=[C:19]([C:21]5[CH:22]=[CH:23][C:24]([CH2:27][NH:28][CH2:36][CH2:37][O:38][CH3:39])=[CH:25][N:26]=5)[S:20][C:13]=34)=[C:9]([F:42])[CH:8]=2)=[S:43])[CH2:3][CH2:2]1, predict the reactants needed to synthesize it. The reactants are: [CH:1]1([NH:4][C:5](=[S:43])[NH:6][C:7]2[CH:41]=[CH:40][C:10]([O:11][C:12]3[CH:17]=[CH:16][N:15]=[C:14]4[CH:18]=[C:19]([C:21]5[N:26]=[CH:25][C:24]([CH2:27][N:28]([CH2:36][CH2:37][O:38][CH3:39])C(=O)OC(C)(C)C)=[CH:23][CH:22]=5)[S:20][C:13]=34)=[C:9]([F:42])[CH:8]=2)[CH2:3][CH2:2]1.Cl.[OH-].[Na+].